Dataset: Forward reaction prediction with 1.9M reactions from USPTO patents (1976-2016). Task: Predict the product of the given reaction. (1) Given the reactants [F:1][CH:2]([F:23])[O:3][C:4]1[C:5]([OH:22])=[C:6]([C:12]2[CH:20]=[CH:19][CH:18]=[C:17]3[C:13]=2[CH2:14][CH2:15][C:16]3=[O:21])[CH:7]=[CH:8][C:9]=1[O:10][CH3:11].C(=O)([O-])[O-].[K+].[K+].[CH2:30](Br)[CH2:31][CH3:32], predict the reaction product. The product is: [F:1][CH:2]([F:23])[O:3][C:4]1[C:5]([O:22][CH2:30][CH2:31][CH3:32])=[C:6]([C:12]2[CH:20]=[CH:19][CH:18]=[C:17]3[C:13]=2[CH2:14][CH2:15][C:16]3=[O:21])[CH:7]=[CH:8][C:9]=1[O:10][CH3:11]. (2) Given the reactants [CH3:1][C:2]1[CH:7]=[CH:6][C:5]([N+:8]([O-])=O)=[CH:4][C:3]=1[NH:11][C:12]([N:14]=[S:15]([CH3:18])([CH3:17])=[O:16])=[O:13].NC1C=CC(NC(N=S(C)(C)=O)=O)=CC=1, predict the reaction product. The product is: [NH2:8][C:5]1[CH:6]=[CH:7][C:2]([CH3:1])=[C:3]([NH:11][C:12]([N:14]=[S:15]([CH3:18])([CH3:17])=[O:16])=[O:13])[CH:4]=1.